This data is from Catalyst prediction with 721,799 reactions and 888 catalyst types from USPTO. The task is: Predict which catalyst facilitates the given reaction. (1) Reactant: [CH3:1][O:2][C:3](=[O:17])[CH2:4][CH2:5][C:6]([C:9]1[CH:14]=[CH:13][C:12]([Cl:15])=[C:11]([Cl:16])[CH:10]=1)=[N:7][OH:8].[H-].[Na+].[CH3:20][N:21]([CH2:23][CH2:24]Br)[CH3:22]. Product: [Cl:16][C:11]1[CH:10]=[C:9]([C:6](=[N:7][O:8][CH2:24][CH2:23][N:21]([CH3:22])[CH3:20])[CH2:5][CH2:4][C:3]([O:2][CH3:1])=[O:17])[CH:14]=[CH:13][C:12]=1[Cl:15]. The catalyst class is: 18. (2) Reactant: F[B-](F)(F)F.C[O+:7]([CH3:9])[CH3:8].CN(C1C2C(N(C)C)=CC=CC=2C=CC=1)C.[C:26]([O:32][CH2:33][C@@H:34]([NH:48][C:49]([O:51][C:52]([CH3:55])([CH3:54])[CH3:53])=[O:50])[C@H:35]([C:38]1[CH:43]=[CH:42][C:41]([C:44]([F:47])([F:46])[F:45])=[CH:40][CH:39]=1)CO)(=[O:31])[C:27]([CH3:30])([CH3:29])[CH3:28]. Product: [C:26]([O:32][CH2:33][C@@H:34]([NH:48][C:49]([O:51][C:52]([CH3:55])([CH3:54])[CH3:53])=[O:50])[C@H:35]([C:38]1[CH:39]=[CH:40][C:41]([C:44]([F:47])([F:46])[F:45])=[CH:42][CH:43]=1)[CH2:8][O:7][CH3:9])(=[O:31])[C:27]([CH3:29])([CH3:30])[CH3:28]. The catalyst class is: 2.